Dataset: Forward reaction prediction with 1.9M reactions from USPTO patents (1976-2016). Task: Predict the product of the given reaction. (1) Given the reactants C(OC([N:8]1[CH2:12][C@H:11]([CH2:13][NH:14][C:15]2[CH:20]=[CH:19][C:18]([Cl:21])=[CH:17][CH:16]=2)[C@@H:10]([CH2:22][C:23]2[CH:28]=[CH:27][CH:26]=[CH:25][CH:24]=2)[CH2:9]1)=O)(C)(C)C.Br[CH2:30][C:31]1[CH:38]=[CH:37][C:34]([C:35]#[N:36])=[CH:33][CH:32]=1.CC#N.O.CC#N, predict the reaction product. The product is: [CH2:22]([C@H:10]1[CH2:9][NH:8][CH2:12][C@@H:11]1[CH2:13][N:14]([CH2:30][C:31]1[CH:38]=[CH:37][C:34]([C:35]#[N:36])=[CH:33][CH:32]=1)[C:15]1[CH:16]=[CH:17][C:18]([Cl:21])=[CH:19][CH:20]=1)[C:23]1[CH:24]=[CH:25][CH:26]=[CH:27][CH:28]=1. (2) Given the reactants [CH3:1][C:2]1[C:3](=[O:13])[C:4]2[C:9]([C:10](=[O:12])[CH:11]=1)=[CH:8][CH:7]=[CH:6][CH:5]=2.C(O)(=O)[CH2:15][CH2:16][CH2:17][C:18]([OH:20])=[O:19].CC#N.O, predict the reaction product. The product is: [C:18]([CH2:17][CH2:16][CH2:15][C:11]1[C:10](=[O:12])[C:9]2[C:4]([C:3](=[O:13])[C:2]=1[CH3:1])=[CH:5][CH:6]=[CH:7][CH:8]=2)([OH:20])=[O:19]. (3) Given the reactants [Cl:1][C:2]1[CH:10]=[C:9]2[C:5]([C:6]([CH2:18][C:19]3[CH:24]=[CH:23][CH:22]=[C:21]([Cl:25])[CH:20]=3)([CH:12]3[CH2:17][CH2:16][CH2:15][NH:14][CH2:13]3)[C:7](=[O:11])[NH:8]2)=[CH:4][CH:3]=1.C(N(CC)CC)C.[CH3:33][O:34][C:35]([C:37]1[CH:42]=[CH:41][C:40]([N:43]=[C:44]=[O:45])=[CH:39][N:38]=1)=[O:36], predict the reaction product. The product is: [CH3:33][O:34][C:35]([C:37]1[CH:42]=[CH:41][C:40]([NH:43][C:44]([N:14]2[CH2:15][CH2:16][CH2:17][CH:12]([C:6]3([CH2:18][C:19]4[CH:24]=[CH:23][CH:22]=[C:21]([Cl:25])[CH:20]=4)[C:5]4[C:9](=[CH:10][C:2]([Cl:1])=[CH:3][CH:4]=4)[NH:8][C:7]3=[O:11])[CH2:13]2)=[O:45])=[CH:39][N:38]=1)=[O:36].